Task: Regression. Given a peptide amino acid sequence and an MHC pseudo amino acid sequence, predict their binding affinity value. This is MHC class II binding data.. Dataset: Peptide-MHC class II binding affinity with 134,281 pairs from IEDB (1) The peptide sequence is LMMLVSVAGRV. The MHC is DRB1_0404 with pseudo-sequence DRB1_0404. The binding affinity (normalized) is 0.851. (2) The peptide sequence is STVVASVTIIDRSLP. The MHC is HLA-DPA10103-DPB10401 with pseudo-sequence HLA-DPA10103-DPB10401. The binding affinity (normalized) is 0.152.